Dataset: Full USPTO retrosynthesis dataset with 1.9M reactions from patents (1976-2016). Task: Predict the reactants needed to synthesize the given product. (1) The reactants are: C([O:3][CH2:4][CH2:5][CH2:6][N:7]1[C:12](=[O:13])[C:11]2[C:14]([CH2:19][C:20]3[CH:25]=[CH:24][C:23]([Cl:26])=[CH:22][CH:21]=3)=[C:15](Br)[CH:16]=[N:17][C:10]=2[N:9]([CH3:27])[C:8]1=[O:28])=O.[F:29][C:30]([F:43])([F:42])[O:31][C:32]1[CH:33]=[C:34]([CH:39]=[CH:40][CH:41]=1)[CH2:35]B(O)O.[O-]P([O-])([O-])=O.[K+].[K+].[K+]. Given the product [F:29][C:30]([F:42])([F:43])[O:31][C:32]1[CH:33]=[C:34]([CH:39]=[CH:40][CH:41]=1)[CH2:35][C:15]1[CH:16]=[N:17][C:10]2[N:9]([CH3:27])[C:8](=[O:28])[N:7]([CH2:6][CH2:5][CH2:4][OH:3])[C:12](=[O:13])[C:11]=2[C:14]=1[CH2:19][C:20]1[CH:21]=[CH:22][C:23]([Cl:26])=[CH:24][CH:25]=1, predict the reactants needed to synthesize it. (2) Given the product [OH:12][C:9]([CH3:11])([CH3:10])[CH2:8][N:5]1[CH:6]=[CH:7][C:2]([B:14]2[O:18][C:17]([CH3:20])([CH3:19])[C:16]([CH3:22])([CH3:21])[O:15]2)=[CH:3][C:4]1=[O:13], predict the reactants needed to synthesize it. The reactants are: Br[C:2]1[CH:7]=[CH:6][N:5]([CH2:8][C:9]([OH:12])([CH3:11])[CH3:10])[C:4](=[O:13])[CH:3]=1.[B:14]1([B:14]2[O:18][C:17]([CH3:20])([CH3:19])[C:16]([CH3:22])([CH3:21])[O:15]2)[O:18][C:17]([CH3:20])([CH3:19])[C:16]([CH3:22])([CH3:21])[O:15]1.CC([O-])=O.[K+].